The task is: Predict which catalyst facilitates the given reaction.. This data is from Catalyst prediction with 721,799 reactions and 888 catalyst types from USPTO. (1) Product: [Cl:10][C:11]1[CH:12]=[C:13]([CH:26]=[CH:27][C:28]=1[Cl:29])[CH2:14][N:15]1[CH:16]=[CH:17][C:18]([CH:19]=[O:20])=[CH:24][CH2:25]1. The catalyst class is: 11. Reactant: CC(C[AlH]CC(C)C)C.[Cl:10][C:11]1[CH:12]=[C:13]([CH:26]=[CH:27][C:28]=1[Cl:29])[CH2:14][N:15]1[CH2:25][CH2:24][CH:18]([C:19](OCC)=[O:20])[CH2:17][CH2:16]1.C(=O)(O)[O-].[Na+]. (2) Reactant: [CH2:1]([C:5]1[N:6]=[N:7][C:8]([O:24][CH2:25][CH:26]2[C:31]([F:33])([F:32])[CH2:30][CH2:29][N:28]([CH3:34])[CH2:27]2)=[CH:9][C:10]=1[C:11]1[CH:16]=[CH:15][C:14]([O:17][CH:18]2[CH2:23][CH2:22][CH2:21][CH2:20][CH2:19]2)=[CH:13][CH:12]=1)[CH2:2][CH2:3][CH3:4].[ClH:35]. Product: [ClH:35].[ClH:35].[CH2:1]([C:5]1[N:6]=[N:7][C:8]([O:24][CH2:25][CH:26]2[C:31]([F:33])([F:32])[CH2:30][CH2:29][N:28]([CH3:34])[CH2:27]2)=[CH:9][C:10]=1[C:11]1[CH:16]=[CH:15][C:14]([O:17][CH:18]2[CH2:19][CH2:20][CH2:21][CH2:22][CH2:23]2)=[CH:13][CH:12]=1)[CH2:2][CH2:3][CH3:4]. The catalyst class is: 12. (3) Reactant: [NH2:1][C:2]1[CH:36]=[CH:35][C:5]([CH2:6][C@@H:7]([C:16]([NH:18][CH2:19][CH2:20][CH2:21][CH2:22][O:23][C:24]2[CH:33]=[CH:32][CH:31]=[C:30]([OH:34])[C:25]=2[C:26]([O:28][CH3:29])=[O:27])=[O:17])[NH:8][C:9]([O:11][C:12]([CH3:15])([CH3:14])[CH3:13])=[O:10])=[CH:4][CH:3]=1.[CH:37]([CH:39]([CH2:45][CH3:46])[C:40]([O:42][CH2:43][CH3:44])=[O:41])=O.C([O-])(=O)C.[Na+].[Na]. Product: [C:12]([O:11][C:9]([NH:8][C@H:7]([C:16]([NH:18][CH2:19][CH2:20][CH2:21][CH2:22][O:23][C:24]1[CH:33]=[CH:32][CH:31]=[C:30]([OH:34])[C:25]=1[C:26]([O:28][CH3:29])=[O:27])=[O:17])[CH2:6][C:5]1[CH:4]=[CH:3][C:2]([NH:1][CH2:37][CH:39]([C:40]([O:42][CH2:43][CH3:44])=[O:41])[CH2:45][CH3:46])=[CH:36][CH:35]=1)=[O:10])([CH3:13])([CH3:15])[CH3:14]. The catalyst class is: 212. (4) Reactant: [H-].[Al+3].[Li+].[H-].[H-].[H-].[CH2:7]([O:9][C:10]1[CH:11]=[C:12]([CH:15]=[CH:16][C:17]=1[O:18][CH3:19])[C:13]#[N:14])[CH3:8].C(C(C(C([O-])=O)O)O)([O-])=O.[Na+].[K+]. Product: [CH2:7]([O:9][C:10]1[CH:11]=[C:12]([CH:15]=[CH:16][C:17]=1[O:18][CH3:19])[CH2:13][NH2:14])[CH3:8]. The catalyst class is: 54. (5) Reactant: [C:1]([C:3]1[CH:4]=[C:5]([CH:7]=[CH:8][CH:9]=1)[NH2:6])#[CH:2].[CH3:10][S:11](Cl)(=[O:13])=[O:12]. Product: [C:1]([C:3]1[CH:4]=[C:5]([NH:6][S:11]([CH3:10])(=[O:13])=[O:12])[CH:7]=[CH:8][CH:9]=1)#[CH:2]. The catalyst class is: 17. (6) Reactant: [CH3:1][Si](C=[N+]=[N-])(C)C.[F:8][C:9]1[CH:10]=[C:11]([CH:15]=[CH:16][C:17]=1[N+:18]([O-:20])=[O:19])[C:12]([OH:14])=[O:13]. Product: [F:8][C:9]1[CH:10]=[C:11]([CH:15]=[CH:16][C:17]=1[N+:18]([O-:20])=[O:19])[C:12]([O:14][CH3:1])=[O:13]. The catalyst class is: 5.